Dataset: Catalyst prediction with 721,799 reactions and 888 catalyst types from USPTO. Task: Predict which catalyst facilitates the given reaction. (1) Product: [NH2:1][C:2]1[NH:3][C:4](=[O:35])[C:5]2[N:10]=[N:9][N:8]([CH:11]3[O:12][CH:13]([CH:25]=[CH:26][P:27](=[O:28])([OH:29])[OH:32])[CH2:14][CH:15]3[OH:16])[C:6]=2[N:7]=1. The catalyst class is: 23. Reactant: [NH2:1][C:2]1[NH:3][C:4](=[O:35])[C:5]2[N:10]=[N:9][N:8]([CH:11]3[CH:15]([O:16]C(=O)C4C=CC=CC=4)[CH2:14][CH:13]([CH:25]=[CH:26][P:27]([O:32]CC)([O:29]CC)=[O:28])[O:12]3)[C:6]=2[N:7]=1.N1C(C)=CC=CC=1C.C[Si](Br)(C)C.[NH4+].[OH-].C([O-])(O)=O.[Na+]. (2) The catalyst class is: 321. Reactant: [CH3:1][CH:2]1[CH2:11][C:10]2[C:5](=[CH:6][C:7]([C:12]([F:15])([F:14])[F:13])=[CH:8][CH:9]=2)[C:4](=[O:16])[NH:3]1.I[C:18]1[CH:19]=[N:20][CH:21]=[CH:22][C:23]=1[CH3:24].[O-]P([O-])([O-])=O.[K+].[K+].[K+].CN[C@@H]1CCCC[C@H]1NC. Product: [CH3:1][CH:2]1[CH2:11][C:10]2[C:5](=[CH:6][C:7]([C:12]([F:13])([F:15])[F:14])=[CH:8][CH:9]=2)[C:4](=[O:16])[N:3]1[C:18]1[CH:19]=[N:20][CH:21]=[CH:22][C:23]=1[CH3:24]. (3) Reactant: N#N.[CH3:3][C:4]1([C:9]2[S:13][C:12]([CH2:14][N:15]3[N:19]=[C:18]([N+:20]([O-])=O)[CH:17]=[N:16]3)=[N:11][CH:10]=2)[O:8][CH2:7][CH2:6][O:5]1.[NH4+].[Cl-]. Product: [CH3:3][C:4]1([C:9]2[S:13][C:12]([CH2:14][N:15]3[N:19]=[C:18]([NH2:20])[CH:17]=[N:16]3)=[N:11][CH:10]=2)[O:5][CH2:6][CH2:7][O:8]1. The catalyst class is: 314.